From a dataset of Reaction yield outcomes from USPTO patents with 853,638 reactions. Predict the reaction yield, written as a fraction of the theoretical maximum amount of product (1.0 means a 100% yield; for example, 0.34 means a 34% yield). (1) The reactants are [CH2:1]1[O:3][CH:2]1[CH2:4][OH:5].[C:6]([OH:10])(=[O:9])[CH:7]=[CH2:8].Cl.C(N([CH2:17][CH3:18])CC)C.[C:19]1(C=CC(O)=CC=1)[OH:20].C(O)(=O)C=C.C1(C=CC(O)=CC=1)O. The yield is 0.630. The product is [C:6]([O:10][CH2:1][CH:2]1[CH2:4][O:5][C:17]([O:20][CH3:19])([CH3:18])[O:3]1)(=[O:9])[CH:7]=[CH2:8]. No catalyst specified. (2) The reactants are [CH3:1][N:2]1[CH:7]2[CH2:8][CH2:9][CH2:10][CH:3]1[CH2:4][CH:5]([NH:11][C:12]([C:14]1[CH:15]=[CH:16][CH:17]=[C:18]3[O:22][C:21]([C:23]4[CH:28]=[CH:27][CH:26]=[CH:25][C:24]=4[OH:29])=[N:20][C:19]=13)=[O:13])[CH2:6]2.[ClH:30]. The catalyst is CO.C(OCC)C. The product is [ClH:30].[CH3:1][N:2]1[CH:3]2[CH2:10][CH2:9][CH2:8][CH:7]1[CH2:6][CH:5]([NH:11][C:12]([C:14]1[CH:15]=[CH:16][CH:17]=[C:18]3[O:22][C:21]([C:23]4[CH:28]=[CH:27][CH:26]=[CH:25][C:24]=4[OH:29])=[N:20][C:19]=13)=[O:13])[CH2:4]2. The yield is 0.540. (3) The reactants are C([Li])CCC.[Cl:6][C:7]1[CH:12]=[CH:11][N:10]=[C:9]2[CH:13]=[CH:14][S:15][C:8]=12.CN([CH:19]=[O:20])C.Cl.C(=O)(O)[O-].[Na+]. The catalyst is CO.C1COCC1. The product is [Cl:6][C:7]1[CH:12]=[CH:11][N:10]=[C:9]2[CH:13]=[C:14]([CH:19]=[O:20])[S:15][C:8]=12. The yield is 0.750. (4) The reactants are F[C:2]1[C:7](F)=[C:6](I)C=C[C:3]=1[C:10]1C=[CH:14][C:13](C2C=CC(CCC)=CC=2)=[CH:12][C:11]=1F.OCC(C)(CO)C.CC(C)=O. The catalyst is CC(O)C.CC([O-])=O.CC([O-])=O.[Pd+2]. The product is [CH3:6][CH2:7][CH2:2][CH2:3][CH2:10][CH2:11][CH2:12][CH2:13][CH3:14]. The yield is 0.600. (5) The reactants are [C:1]([BH3-])#[N:2].[Na+].[O:5]=[C:6]1[NH:14][C:9]2=[N:10][CH:11]=[CH:12][CH:13]=[C:8]2[N:7]1[CH:15]1[CH2:20][CH2:19][N:18]([C:21]([O:23][C@H:24]2[C:30]3=[N:31][C:32](N)=[CH:33][CH:34]=[C:29]3[CH2:28][C@H:27]([C:36]3[CH:41]=[CH:40][CH:39]=[C:38]([F:42])[C:37]=3[F:43])[CH2:26][CH2:25]2)=[O:22])[CH2:17][CH2:16]1.C=O.[C:46](O)(=O)C. The catalyst is C(#N)C. The product is [O:5]=[C:6]1[NH:14][C:9]2=[N:10][CH:11]=[CH:12][CH:13]=[C:8]2[N:7]1[CH:15]1[CH2:20][CH2:19][N:18]([C:21]([O:23][C@H:24]2[C:30]3=[N:31][C:32]([N:2]([CH3:1])[CH3:46])=[CH:33][CH:34]=[C:29]3[CH2:28][C@H:27]([C:36]3[CH:41]=[CH:40][CH:39]=[C:38]([F:42])[C:37]=3[F:43])[CH2:26][CH2:25]2)=[O:22])[CH2:17][CH2:16]1. The yield is 0.390. (6) The catalyst is ClCCCl. The yield is 0.760. The reactants are [NH2:1][C@H:2]([C:15]([O:17][C:18]([CH3:21])([CH3:20])[CH3:19])=[O:16])[CH2:3][CH2:4][C:5](=[O:14])[O:6][CH2:7][C:8]1[CH:13]=[CH:12][CH:11]=[CH:10][CH:9]=1.Cl.Cl[C:24](Cl)([O:26]C(=O)OC(Cl)(Cl)Cl)Cl.C(N(CC)CC)C.[NH2:42][C@H:43]([C:59]([O:61][C:62]([CH3:65])([CH3:64])[CH3:63])=[O:60])[CH2:44][CH2:45][CH2:46][CH2:47][NH:48][C:49]([O:51][CH2:52][C:53]1[CH:58]=[CH:57][CH:56]=[CH:55][CH:54]=1)=[O:50]. The product is [O:50]=[C:49]([NH:48][CH2:47][CH2:46][CH2:45][CH2:44][C@@H:43]([C:59]([O:61][C:62]([CH3:65])([CH3:64])[CH3:63])=[O:60])[NH:42][C:24](=[O:26])[NH:1][C@H:2]([C:15]([O:17][C:18]([CH3:21])([CH3:20])[CH3:19])=[O:16])[CH2:3][CH2:4][C:5]([O:6][CH2:7][C:8]1[CH:9]=[CH:10][CH:11]=[CH:12][CH:13]=1)=[O:14])[O:51][CH2:52][C:53]1[CH:54]=[CH:55][CH:56]=[CH:57][CH:58]=1. (7) The reactants are [Br:1][C:2]1[CH:7]=[CH:6][C:5]([OH:8])=[C:4]([Cl:9])[C:3]=1[Cl:10].[C:11]([O-])([O-])=O.[Cs+].[Cs+].IC.O. The catalyst is CN(C=O)C. The product is [Br:1][C:2]1[CH:7]=[CH:6][C:5]([O:8][CH3:11])=[C:4]([Cl:9])[C:3]=1[Cl:10]. The yield is 0.890.